This data is from Catalyst prediction with 721,799 reactions and 888 catalyst types from USPTO. The task is: Predict which catalyst facilitates the given reaction. (1) Reactant: B(Cl)(Cl)Cl.C([O:12][CH2:13][C@@H:14]1[O:32][CH2:31][C@:17]2([C:33]3[CH:38]=[C:37]([Br:39])[CH:36]=[CH:35][C:34]=3[F:40])[N:18]=[C:19]([NH:22][C:23](=[O:30])[C:24]3[CH:29]=[CH:28][CH:27]=[CH:26][CH:25]=3)[S:20][CH2:21][C@@H:16]2[CH2:15]1)C1C=CC=CC=1. Product: [Br:39][C:37]1[CH:36]=[CH:35][C:34]([F:40])=[C:33]([C@:17]23[CH2:31][O:32][C@@H:14]([CH2:13][OH:12])[CH2:15][C@H:16]2[CH2:21][S:20][C:19]([NH:22][C:23](=[O:30])[C:24]2[CH:25]=[CH:26][CH:27]=[CH:28][CH:29]=2)=[N:18]3)[CH:38]=1. The catalyst class is: 4. (2) The catalyst class is: 20. Product: [OH:26][C:22]1[CH:21]=[C:20]2[C:25](=[CH:24][CH:23]=1)[C:16]([CH2:15][N:8]1[C:9]3[CH:14]=[CH:13][CH:12]=[CH:11][C:10]=3[N:6]([CH2:5][CH2:4][C:3]([OH:35])=[O:2])[C:7]1=[O:34])=[CH:17][CH:18]=[CH:19]2. Reactant: C[O:2][C:3](=[O:35])[CH2:4][CH2:5][N:6]1[C:10]2[CH:11]=[CH:12][CH:13]=[CH:14][C:9]=2[N:8]([CH2:15][C:16]2[C:25]3[C:20](=[CH:21][C:22]([O:26][Si](C(C)(C)C)(C)C)=[CH:23][CH:24]=3)[CH:19]=[CH:18][CH:17]=2)[C:7]1=[O:34].O.[OH-].[Li+]. (3) Reactant: [Br:1][C:2]1[CH:3]=[C:4]([C@H:8](O)[CH2:9][N:10]2[CH2:14][CH2:13][C@H:12]([F:15])[CH2:11]2)[CH:5]=[CH:6][CH:7]=1.CS(Cl)(=O)=O.[CH3:22][NH2:23]. Product: [Br:1][C:2]1[CH:3]=[C:4]([C@H:8]([NH:23][CH3:22])[CH2:9][N:10]2[CH2:14][CH2:13][C@H:12]([F:15])[CH2:11]2)[CH:5]=[CH:6][CH:7]=1. The catalyst class is: 4. (4) Reactant: [F:1][C:2]1[CH:7]=[CH:6][C:5]([CH2:8][C:9]([C:11]2[CH:16]=[CH:15][N:14]=[C:13]([NH2:17])[CH:12]=2)=[O:10])=[CH:4][CH:3]=1.[C:18](OC(=O)C)(=[O:20])[CH3:19]. Product: [F:1][C:2]1[CH:3]=[CH:4][C:5]([CH2:8][C:9]([C:11]2[CH:16]=[CH:15][N:14]=[C:13]([NH:17][C:18](=[O:20])[CH3:19])[CH:12]=2)=[O:10])=[CH:6][CH:7]=1. The catalyst class is: 277. (5) Reactant: CS(O[CH2:6][C:7]1[CH:12]=[CH:11][C:10]([Br:13])=[C:9]([Cl:14])[C:8]=1[Cl:15])(=O)=O.[CH3:16][C:17]1([CH3:23])[CH2:22][O:21][CH2:20][CH2:19][NH:18]1.C([O-])([O-])=O.[K+].[K+]. Product: [Br:13][C:10]1[CH:11]=[CH:12][C:7]([CH2:6][N:18]2[CH2:19][CH2:20][O:21][CH2:22][C:17]2([CH3:23])[CH3:16])=[C:8]([Cl:15])[C:9]=1[Cl:14]. The catalyst class is: 23.